Dataset: Reaction yield outcomes from USPTO patents with 853,638 reactions. Task: Predict the reaction yield, written as a fraction of the theoretical maximum amount of product (1.0 means a 100% yield; for example, 0.34 means a 34% yield). (1) The reactants are [NH2:1][C@H:2]([C:5]1[N:14]([CH:15]2[CH2:17][CH2:16]2)[C:13](=[O:18])[C:12]2[C:7](=[CH:8][CH:9]=[CH:10][C:11]=2[Cl:19])[N:6]=1)[CH2:3][CH3:4].Cl[C:21]1[N:26]=[CH:25][N:24]=[C:23]([NH2:27])[C:22]=1[C:28]1[O:32][N:31]=[C:30]([CH3:33])[N:29]=1.CCN(C(C)C)C(C)C. The catalyst is CCCCO. The product is [NH2:27][C:23]1[N:24]=[CH:25][N:26]=[C:21]([NH:1][C@H:2]([C:5]2[N:14]([CH:15]3[CH2:16][CH2:17]3)[C:13](=[O:18])[C:12]3[C:7](=[CH:8][CH:9]=[CH:10][C:11]=3[Cl:19])[N:6]=2)[CH2:3][CH3:4])[C:22]=1[C:28]1[O:32][N:31]=[C:30]([CH3:33])[N:29]=1. The yield is 0.937. (2) The reactants are CO[C:3](=[O:25])[C:4]1[CH:9]=[CH:8][C:7]([O:10][CH2:11][C:12]2[C:13]([C:18]3[CH:23]=[CH:22][C:21]([Cl:24])=[CH:20][N:19]=3)=[N:14][O:15][C:16]=2[CH3:17])=[N:6][CH:5]=1.COC(=O)C1C=CC(OC[C:37]2[C:38]([C:43]3[CH:48]=CC=CC=3F)=N[O:40][C:41]=2C)=NC=1.[NH2:51]C1CCOCC1. No catalyst specified. The product is [Cl:24][C:21]1[CH:22]=[CH:23][C:18]([C:13]2[C:12]([CH2:11][O:10][C:7]3[CH:8]=[CH:9][C:4]([C:3]([NH2:51])=[O:25])=[C:5]([CH:38]4[CH2:43][CH2:48][O:40][CH2:41][CH2:37]4)[N:6]=3)=[C:16]([CH3:17])[O:15][N:14]=2)=[N:19][CH:20]=1. The yield is 0.470.